This data is from Reaction yield outcomes from USPTO patents with 853,638 reactions. The task is: Predict the reaction yield, written as a fraction of the theoretical maximum amount of product (1.0 means a 100% yield; for example, 0.34 means a 34% yield). (1) The reactants are O.[C:2]1([C:8]#[C:9][CH2:10][OH:11])[CH:7]=[CH:6][CH:5]=[CH:4][CH:3]=1.[C:12]1([SH:18])[CH:17]=[CH:16][CH:15]=[CH:14][CH:13]=1. The catalyst is [Cu]I.ClCCCl. The product is [C:2]1([CH2:8][CH:9]([S:18][C:12]2[CH:17]=[CH:16][CH:15]=[CH:14][CH:13]=2)[CH:10]=[O:11])[CH:7]=[CH:6][CH:5]=[CH:4][CH:3]=1. The yield is 0.930. (2) The reactants are [Li+].[OH-].C[O:4][C:5](=[O:27])[C:6]1[CH:11]=[CH:10][C:9]([O:12][CH3:13])=[C:8]([CH3:14])[C:7]=1[NH:15][C:16]([C:18]1[S:19][CH:20]=[C:21]([C:23]([F:26])([F:25])[F:24])[N:22]=1)=[O:17].C(O)(=O)CC(CC(O)=O)(C(O)=O)O. The catalyst is CCO.O. The product is [CH3:13][O:12][C:9]1[CH:10]=[CH:11][C:6]([C:5]([OH:27])=[O:4])=[C:7]([NH:15][C:16]([C:18]2[S:19][CH:20]=[C:21]([C:23]([F:26])([F:24])[F:25])[N:22]=2)=[O:17])[C:8]=1[CH3:14]. The yield is 0.880.